This data is from Catalyst prediction with 721,799 reactions and 888 catalyst types from USPTO. The task is: Predict which catalyst facilitates the given reaction. (1) Reactant: C(N(CC)CC)C.I[C:9]1[CH:10]=[C:11]([CH3:21])[C:12]([O:19][CH3:20])=[C:13]([CH:18]=1)[C:14]([O:16][CH3:17])=[O:15].[CH2:22]([N:26]1[CH2:30][CH2:29][O:28][C:27]1=[O:31])[CH2:23][C:24]#[CH:25]. Product: [CH3:17][O:16][C:14](=[O:15])[C:13]1[CH:18]=[C:9]([C:25]#[C:24][CH2:23][CH2:22][N:26]2[CH2:30][CH2:29][O:28][C:27]2=[O:31])[CH:10]=[C:11]([CH3:21])[C:12]=1[O:19][CH3:20]. The catalyst class is: 1. (2) Reactant: [NH2:1][C:2]1[CH:3]=[N:4][CH:5]=[CH:6][CH:7]=1.C(N(CC)CC)C.[C:15](Cl)(=[O:20])[C:16]([CH3:19])([CH3:18])[CH3:17]. Product: [CH3:17][C:16]([CH3:19])([CH3:18])[C:15]([NH:1][C:2]1[CH:3]=[N:4][CH:5]=[CH:6][CH:7]=1)=[O:20]. The catalyst class is: 4.